Dataset: Catalyst prediction with 721,799 reactions and 888 catalyst types from USPTO. Task: Predict which catalyst facilitates the given reaction. (1) Product: [NH2:8][C:9]1[C:14]([C:15]#[N:16])=[CH:13][N:12]=[C:11]2[N:17]([CH2:20][O:21][CH2:22][CH2:23][Si:24]([CH3:27])([CH3:26])[CH3:25])[CH:18]=[CH:19][C:10]=12. Reactant: COC1C=CC(C[NH:8][C:9]2[C:14]([C:15]#[N:16])=[CH:13][N:12]=[C:11]3[N:17]([CH2:20][O:21][CH2:22][CH2:23][Si:24]([CH3:27])([CH3:26])[CH3:25])[CH:18]=[CH:19][C:10]=23)=CC=1.C1(C)C=CC=CC=1.ClC1C(=O)C(C#N)=C(C#N)C(=O)C=1Cl.C(=O)([O-])O.[Na+]. The catalyst class is: 6. (2) Reactant: [Cl:1][C:2]1[N:10]=[C:9]2[C:5]([N:6]=[C:7]([C:12]3([F:16])[CH2:15][O:14][CH2:13]3)[N:8]2[CH3:11])=[C:4]([N:17]2[CH2:22][CH2:21][O:20][CH2:19][C@@H:18]2[CH3:23])[N:3]=1.Cl[C:25]1N=C2C(N=C(C3(O)COC3)N2CC)=C(N2CCOC[C@@H]2C)N=1.CCCCCCC. Product: [Cl:1][C:2]1[N:10]=[C:9]2[C:5]([N:6]=[C:7]([C:12]3([F:16])[CH2:15][O:14][CH2:13]3)[N:8]2[CH2:11][CH3:25])=[C:4]([N:17]2[CH2:22][CH2:21][O:20][CH2:19][C@@H:18]2[CH3:23])[N:3]=1. The catalyst class is: 13.